From a dataset of Peptide-MHC class I binding affinity with 185,985 pairs from IEDB/IMGT. Regression. Given a peptide amino acid sequence and an MHC pseudo amino acid sequence, predict their binding affinity value. This is MHC class I binding data. (1) The peptide sequence is LRKERLAKL. The MHC is HLA-B27:05 with pseudo-sequence HLA-B27:05. The binding affinity (normalized) is 0.0847. (2) The peptide sequence is IIYERDFSY. The MHC is HLA-B46:01 with pseudo-sequence HLA-B46:01. The binding affinity (normalized) is 0.0847. (3) The peptide sequence is RNEQGQTLW. The MHC is HLA-A30:01 with pseudo-sequence HLA-A30:01. The binding affinity (normalized) is 0.0847. (4) The peptide sequence is YTDYMPSMK. The MHC is HLA-A01:01 with pseudo-sequence HLA-A01:01. The binding affinity (normalized) is 0.686.